Dataset: Catalyst prediction with 721,799 reactions and 888 catalyst types from USPTO. Task: Predict which catalyst facilitates the given reaction. (1) Reactant: [C:1]([O:5][C:6](=[O:27])[NH:7][C@H:8]1[CH2:13][CH2:12][CH2:11][N:10]([C:14]2[NH:22][C:21]3[C:20](=[O:23])[N:19]([CH3:24])[C:18](=[O:25])[N:17]([CH3:26])[C:16]=3[CH:15]=2)[CH2:9]1)([CH3:4])([CH3:3])[CH3:2].CN(C)C=O.[S-:33][C:34]#[N:35].[NH4+].II. Product: [C:1]([O:5][C:6](=[O:27])[NH:7][C@H:8]1[CH2:13][CH2:12][CH2:11][N:10]([C:14]2[NH:22][C:21]3[C:20](=[O:23])[N:19]([CH3:24])[C:18](=[O:25])[N:17]([CH3:26])[C:16]=3[C:15]=2[S:33][C:34]#[N:35])[CH2:9]1)([CH3:4])([CH3:3])[CH3:2]. The catalyst class is: 5. (2) Reactant: FC(F)(F)C(O)=O.[NH2:8][C:9]1[NH:10][C:11](=[O:29])[C:12]2[N:13]=[CH:14][N:15]([CH2:18][O:19][CH2:20][CH2:21][O:22][C:23]([C:25]3([NH2:28])[CH2:27][CH2:26]3)=[O:24])[C:16]=2[N:17]=1. Product: [NH2:8][C:9]1[NH:10][C:11](=[O:29])[C:12]2[N:13]=[CH:14][N:15]([CH2:18][O:19][CH2:20][CH2:21][O:22][C:23]([C:25]3([NH2:28])[CH2:27][CH2:26]3)=[O:24])[C:16]=2[N:17]=1. The catalyst class is: 5. (3) Product: [CH2:32]([C:28]1[N:27]=[C:26]([NH:25][C:24]([C:21]2[C:19]3[N:20]=[C:15]([NH:14][C@@H:13]4[CH2:12][CH2:11][O:10][CH2:9][C@@H:8]4[NH2:7])[N:16]=[CH:17][C:18]=3[S:23][CH:22]=2)=[O:34])[CH:31]=[CH:30][CH:29]=1)[CH3:33]. The catalyst class is: 631. Reactant: C(OC(=O)[NH:7][C@@H:8]1[C@H:13]([NH:14][C:15]2[N:16]=[CH:17][C:18]3[S:23][CH:22]=[C:21]([C:24](=[O:34])[NH:25][C:26]4[CH:31]=[CH:30][CH:29]=[C:28]([CH2:32][CH3:33])[N:27]=4)[C:19]=3[N:20]=2)[CH2:12][CH2:11][O:10][CH2:9]1)(C)(C)C. (4) Reactant: [Si:1]([O:8][CH2:9][C:10]1[CH:19]=[CH:18][C:13]([C:14]([NH:16][NH2:17])=[O:15])=[CH:12][CH:11]=1)([C:4]([CH3:7])([CH3:6])[CH3:5])([CH3:3])[CH3:2].C(N(CC)CC)C.[C:27](Cl)(=[O:35])[CH2:28][CH2:29][CH2:30][CH2:31][CH2:32][CH2:33][CH3:34]. Product: [Si:1]([O:8][CH2:9][C:10]1[CH:11]=[CH:12][C:13]([C:14]([NH:16][NH:17][C:27](=[O:35])[CH2:28][CH2:29][CH2:30][CH2:31][CH2:32][CH2:33][CH3:34])=[O:15])=[CH:18][CH:19]=1)([C:4]([CH3:7])([CH3:6])[CH3:5])([CH3:3])[CH3:2]. The catalyst class is: 4.